Dataset: Full USPTO retrosynthesis dataset with 1.9M reactions from patents (1976-2016). Task: Predict the reactants needed to synthesize the given product. (1) Given the product [C:1]([N:4]1[CH2:9][CH2:8][N:7]([CH2:11][CH2:12][OH:13])[CH2:6][CH2:5]1)(=[O:3])[CH3:2], predict the reactants needed to synthesize it. The reactants are: [C:1]([N:4]1[CH2:9][CH2:8][NH:7][CH2:6][CH2:5]1)(=[O:3])[CH3:2].Br[CH2:11][CH2:12][OH:13].C(=O)([O-])[O-].[K+].[K+]. (2) Given the product [NH2:33][C:13]1[N:14]=[C:15]([CH3:16])[C:10]2[CH:9]=[C:8]([C:21]3[CH:22]=[N:23][N:24]([CH2:26][CH2:27][OH:28])[CH:25]=3)[C:7](=[O:32])[N:6]([CH:1]3[CH2:5][CH2:4][CH2:3][CH2:2]3)[C:11]=2[N:12]=1, predict the reactants needed to synthesize it. The reactants are: [CH:1]1([N:6]2[C:11]3[N:12]=[C:13](S(C)(=O)=O)[N:14]=[C:15]([CH3:16])[C:10]=3[CH:9]=[C:8]([C:21]3[CH:22]=[N:23][N:24]([CH2:26][CH2:27][O:28]COC)[CH:25]=3)[C:7]2=[O:32])[CH2:5][CH2:4][CH2:3][CH2:2]1.[NH4+:33]. (3) Given the product [C:1]([O:5][C:6](=[O:14])[NH:7][CH2:8][C@H:9]([C:11]#[N:12])[CH3:10])([CH3:2])([CH3:3])[CH3:4], predict the reactants needed to synthesize it. The reactants are: [C:1]([O:5][C:6](=[O:14])[NH:7][CH2:8][C@H:9]([C:11](=O)[NH2:12])[CH3:10])([CH3:4])([CH3:3])[CH3:2].N1C=CC=CC=1.FC(F)(F)C(OC(=O)C(F)(F)F)=O.C(=O)([O-])[O-].[Na+].[Na+].